Dataset: Full USPTO retrosynthesis dataset with 1.9M reactions from patents (1976-2016). Task: Predict the reactants needed to synthesize the given product. (1) Given the product [CH3:1][C:2]([Si:5]([C:15]1[CH:16]=[CH:17][CH:18]=[CH:19][CH:20]=1)([C:21]1[CH:26]=[CH:25][CH:24]=[CH:23][CH:22]=1)[O:6][CH2:7][C@@H:8]1[CH2:13][CH2:12][C@H:11]([CH3:14])[CH2:10][N:9]1[C:34]([C:32]1[C:31]([C:37]2[N:42]=[CH:41][CH:40]=[CH:39][N:38]=2)=[CH:30][CH:29]=[C:28]([CH3:27])[N:33]=1)=[O:35])([CH3:3])[CH3:4], predict the reactants needed to synthesize it. The reactants are: [CH3:1][C:2]([Si:5]([C:21]1[CH:26]=[CH:25][CH:24]=[CH:23][CH:22]=1)([C:15]1[CH:20]=[CH:19][CH:18]=[CH:17][CH:16]=1)[O:6][CH2:7][C@@H:8]1[CH2:13][CH2:12][C@H:11]([CH3:14])[CH2:10][NH:9]1)([CH3:4])[CH3:3].[CH3:27][C:28]1[N:33]=[C:32]([C:34](O)=[O:35])[C:31]([C:37]2[N:42]=[CH:41][CH:40]=[CH:39][N:38]=2)=[CH:30][CH:29]=1.CCN(C(C)C)C(C)C.CN(C(ON1N=NC2C=CC=CC1=2)=[N+](C)C)C.[B-](F)(F)(F)F.C([O-])(O)=O.[Na+]. (2) Given the product [CH:29]([NH:30][CH2:12][C@@H:13]1[C@H:20]2[O:19][C:18]([CH3:21])([CH3:22])[O:17][C@H:16]2[C@H:15]([N:23]2[CH:31]=[N:30][C:29]3[C:24]2=[N:25][CH:26]=[N:27][C:28]=3[N:32]([CH3:34])[CH3:33])[O:14]1)([CH3:24])[CH3:28], predict the reactants needed to synthesize it. The reactants are: CC1C=CC(S(O[CH2:12][C@@H:13]2[C@@H:20]3[C@@H:16]([O:17][C:18]([CH3:22])([CH3:21])[O:19]3)[C@H:15]([N:23]3[CH:31]=[N:30][C:29]4[C:24]3=[N:25][CH:26]=[N:27][C:28]=4[N:32]([CH3:34])[CH3:33])[O:14]2)(=O)=O)=CC=1.